From a dataset of Full USPTO retrosynthesis dataset with 1.9M reactions from patents (1976-2016). Predict the reactants needed to synthesize the given product. (1) Given the product [OH:8][N:1]1[CH:6]=[CH:5][C:4]([CH3:7])=[CH:3][C:2]1=[O:14], predict the reactants needed to synthesize it. The reactants are: [N+:1]1([O-:8])[CH:6]=[CH:5][C:4]([CH3:7])=[CH:3][CH:2]=1.C([Li])CCC.[O:14]1CCCC1. (2) Given the product [F:1][C:2]1[CH:9]=[C:8]([N:10]2[CH2:16][CH2:15][CH2:14][C:13]3[O:17][C:18]([C:20]4[CH:25]=[CH:24][CH:23]=[CH:22][N:21]=4)=[N:19][C:12]=3[CH2:11]2)[CH:7]=[CH:4][C:3]=1[F:35], predict the reactants needed to synthesize it. The reactants are: [F:1][C:2]1[CH:3]=[C:4]([CH:7]=[C:8]([N:10]2[CH2:16][CH2:15][CH2:14][C:13]3[O:17][C:18]([C:20]4[CH:25]=[CH:24][CH:23]=[CH:22][N:21]=4)=[N:19][C:12]=3[CH2:11]2)[CH:9]=1)C#N.BrC1C=C(C=C([F:35])C=1)C#N. (3) Given the product [C:1]([C:5]1[C:29]([Cl:30])=[C:8]2[N:9]=[C:10]([CH3:28])[C:11]([CH:20]([CH2:25][CH2:26][CH3:27])[C:21]([OH:23])=[O:22])=[C:12]([C:13]3[CH:18]=[CH:17][C:16]([CH3:19])=[CH:15][CH:14]=3)[N:7]2[N:6]=1)([CH3:2])([CH3:3])[CH3:4], predict the reactants needed to synthesize it. The reactants are: [C:1]([C:5]1[C:29]([Cl:30])=[C:8]2[N:9]=[C:10]([CH3:28])[C:11]([CH:20]([CH2:25][CH2:26][CH3:27])[C:21]([O:23]C)=[O:22])=[C:12]([C:13]3[CH:18]=[CH:17][C:16]([CH3:19])=[CH:15][CH:14]=3)[N:7]2[N:6]=1)([CH3:4])([CH3:3])[CH3:2].[OH-].[Na+]. (4) Given the product [O:1]=[C:2]1[N:7]2[C@H:8]([C:16]3[CH:17]=[C:18]([F:24])[C:19]([F:23])=[C:20]([F:22])[CH:21]=3)[CH2:9][N:10]([C:12]([O:14][CH3:15])=[O:13])[CH2:11][C@@H:6]2[CH2:5][CH2:4][CH2:3]1, predict the reactants needed to synthesize it. The reactants are: [O:1]=[C:2]1[N:7]2[C@H:8]([C:16]3[CH:21]=[C:20]([F:22])[C:19]([F:23])=[C:18]([F:24])[CH:17]=3)[CH2:9][N:10]([C:12]([O:14][CH3:15])=[O:13])[CH2:11][C@@H:6]2[CH:5]=[CH:4][CH2:3]1.[H][H]. (5) Given the product [C:30]([NH:34][C:7]1[C:6]2[C:11](=[CH:12][CH:13]=[C:4]([N+:1]([O-:3])=[O:2])[CH:5]=2)[N:10]=[C:9]([Cl:18])[N:8]=1)([CH3:33])([CH3:32])[CH3:31], predict the reactants needed to synthesize it. The reactants are: [N+:1]([C:4]1[CH:5]=[C:6]2[C:11](=[CH:12][CH:13]=1)[NH:10][C:9](=O)[NH:8][C:7]2=O)([O-:3])=[O:2].P(Cl)(Cl)([Cl:18])=O.C(N(C(C)C)C=O)(C)C.[C:30]([NH2:34])([CH3:33])([CH3:32])[CH3:31]. (6) The reactants are: [Si:1]([O:8][C:9]1[CH:14]=[C:13]([CH3:15])[C:12]([C:16]2[CH:21]=[CH:20][CH:19]=[C:18]([CH:22]=[O:23])[CH:17]=2)=[C:11]([CH3:24])[CH:10]=1)([C:4]([CH3:7])([CH3:6])[CH3:5])([CH3:3])[CH3:2].[BH4-].[Na+].CC(C)=O. Given the product [Si:1]([O:8][C:9]1[CH:14]=[C:13]([CH3:15])[C:12]([C:16]2[CH:21]=[CH:20][CH:19]=[C:18]([CH2:22][OH:23])[CH:17]=2)=[C:11]([CH3:24])[CH:10]=1)([C:4]([CH3:5])([CH3:7])[CH3:6])([CH3:3])[CH3:2], predict the reactants needed to synthesize it.